Predict the reactants needed to synthesize the given product. From a dataset of Full USPTO retrosynthesis dataset with 1.9M reactions from patents (1976-2016). (1) Given the product [F:1][C:2]1[CH:3]=[C:4]([C:11]2[CH:16]=[CH:15][C:14]([O:17][CH2:18][CH:19]3[CH2:20][CH2:21][N:22]([CH2:25][C:26]([F:29])([CH3:27])[CH3:28])[CH2:23][CH2:24]3)=[CH:13][CH:12]=2)[CH:5]=[CH:6][C:7]=1[C:8]([N:30]1[CH2:34][CH2:33][C@H:32]([OH:35])[CH2:31]1)=[O:9], predict the reactants needed to synthesize it. The reactants are: [F:1][C:2]1[CH:3]=[C:4]([C:11]2[CH:16]=[CH:15][C:14]([O:17][CH2:18][CH:19]3[CH2:24][CH2:23][N:22]([CH2:25][C:26]([F:29])([CH3:28])[CH3:27])[CH2:21][CH2:20]3)=[CH:13][CH:12]=2)[CH:5]=[CH:6][C:7]=1[C:8](O)=[O:9].[NH:30]1[CH2:34][CH2:33][C@H:32]([OH:35])[CH2:31]1.C1CN([P+](ON2N=NC3C=CC=CC2=3)(N2CCCC2)N2CCCC2)CC1.F[P-](F)(F)(F)(F)F.CCN(C(C)C)C(C)C. (2) Given the product [C:17]([O:21][C:22](=[O:44])[C@@H:23]([NH:27][S:28]([C:31]1[CH:32]=[CH:33][C:34]([C:37]2[CH:38]=[CH:39][C:40]([NH:43][C:12]([C:10]3[O:11][C:7]4[CH:6]=[CH:5][C:4]([CH3:16])=[C:3]([O:2][CH3:1])[C:8]=4[C:9]=3[CH3:15])=[O:14])=[CH:41][CH:42]=2)=[CH:35][CH:36]=1)(=[O:30])=[O:29])[CH:24]([CH3:26])[CH3:25])([CH3:19])([CH3:20])[CH3:18], predict the reactants needed to synthesize it. The reactants are: [CH3:1][O:2][C:3]1[C:8]2[C:9]([CH3:15])=[C:10]([C:12]([OH:14])=O)[O:11][C:7]=2[CH:6]=[CH:5][C:4]=1[CH3:16].[C:17]([O:21][C:22](=[O:44])[C@@H:23]([NH:27][S:28]([C:31]1[CH:36]=[CH:35][C:34]([C:37]2[CH:42]=[CH:41][C:40]([NH2:43])=[CH:39][CH:38]=2)=[CH:33][CH:32]=1)(=[O:30])=[O:29])[CH:24]([CH3:26])[CH3:25])([CH3:20])([CH3:19])[CH3:18].F[P-](F)(F)(F)(F)F.N1(O[P+](N(C)C)(N(C)C)N(C)C)C2C=CC=CC=2N=N1.C(N(CC)C(C)C)(C)C. (3) Given the product [CH3:29][C@H:24]1[CH2:25][O:26][CH2:27][CH2:28][N:23]1[C:15]1[C:16]2[N:21]([CH3:22])[N:20]=[CH:19][C:17]=2[N:18]=[C:13]([C:36]2[CH:35]=[CH:34][C:33]([N+:30]([O-:32])=[O:31])=[CH:38][CH:37]=2)[N:14]=1, predict the reactants needed to synthesize it. The reactants are: C(NC(NC1C=CC([C:13]2[N:14]=[C:15]([N:23]3[CH2:28][CH2:27][O:26][CH2:25][C@@H:24]3[CH3:29])[C:16]3[N:21]([CH3:22])[N:20]=[CH:19][C:17]=3[N:18]=2)=CC=1)=O)C.[N+:30]([C:33]1[CH:38]=[CH:37][C:36](B2OC(C)(C)C(C)(C)O2)=[CH:35][CH:34]=1)([O-:32])=[O:31]. (4) Given the product [O:36]=[C:27]1[C:28]2[C:33](=[CH:32][CH:31]=[CH:30][CH:29]=2)[C:34](=[O:35])[N:26]1[O:25][CH:21]([C:17]1[CH:16]=[C:15]([CH:20]=[CH:19][CH:18]=1)[C:13]#[N:14])[C:22]([N:37]1[CH2:42][CH2:41][O:40][CH2:39][CH2:38]1)=[O:24], predict the reactants needed to synthesize it. The reactants are: Cl.CN(C)CCCN=C=NCC.[C:13]([C:15]1[CH:16]=[C:17]([CH:21]([O:25][N:26]2[C:34](=[O:35])[C:33]3[C:28](=[CH:29][CH:30]=[CH:31][CH:32]=3)[C:27]2=[O:36])[C:22]([OH:24])=O)[CH:18]=[CH:19][CH:20]=1)#[N:14].[NH:37]1[CH2:42][CH2:41][O:40][CH2:39][CH2:38]1. (5) Given the product [O:1]([CH2:8][C:9]1[CH:24]=[C:12]2[CH2:13][NH:14][CH2:15][CH2:16][N:11]2[N:10]=1)[C:2]1[CH:3]=[CH:4][CH:5]=[CH:6][CH:7]=1, predict the reactants needed to synthesize it. The reactants are: [O:1]([CH2:8][C:9]1[CH:24]=[C:12]2[CH2:13][N:14](CC3C=CC=CC=3)[CH2:15][CH2:16][N:11]2[N:10]=1)[C:2]1[CH:7]=[CH:6][CH:5]=[CH:4][CH:3]=1.C([O-])=O.[NH4+]. (6) The reactants are: [NH:1]1[CH:5]=[CH:4][N:3]=[CH:2]1.C(O)(=O)C.[CH:10]([CH:12]=[CH2:13])=[O:11]. Given the product [N:1]1[CH:5]=[CH:4][N:3]2[CH2:13][CH2:12][CH:10]([OH:11])[C:2]=12, predict the reactants needed to synthesize it. (7) Given the product [Cl:26][C:27]1[CH:28]=[C:29]([CH:34]2[CH2:38][N:37]([C:2]3[C:11]4[C:6](=[CH:7][CH:8]=[C:9]([C:12]5[CH:17]=[CH:16][CH:15]=[C:14]([O:18][CH3:19])[CH:13]=5)[CH:10]=4)[N:5]=[C:4]([C:20]4[CH:21]=[N:22][CH:23]=[CH:24][CH:25]=4)[N:3]=3)[C:36](=[O:39])[CH2:35]2)[CH:30]=[CH:31][C:32]=1[Cl:33], predict the reactants needed to synthesize it. The reactants are: Cl[C:2]1[C:11]2[C:6](=[CH:7][CH:8]=[C:9]([C:12]3[CH:17]=[CH:16][CH:15]=[C:14]([O:18][CH3:19])[CH:13]=3)[CH:10]=2)[N:5]=[C:4]([C:20]2[CH:21]=[N:22][CH:23]=[CH:24][CH:25]=2)[N:3]=1.[Cl:26][C:27]1[CH:28]=[C:29]([CH:34]2[CH2:38][NH:37][C:36](=[O:39])[CH2:35]2)[CH:30]=[CH:31][C:32]=1[Cl:33].C([O-])([O-])=O.[Cs+].[Cs+].CC1(C)C2C(=C(P(C3C=CC=CC=3)C3C=CC=CC=3)C=CC=2)OC2C(P(C3C=CC=CC=3)C3C=CC=CC=3)=CC=CC1=2. (8) Given the product [Cl:25][C:8]1[C:3]([C:1]#[N:2])=[CH:4][C:5]([C:13]([O:15][CH2:16][CH3:17])=[O:14])=[C:6]([CH:10]([F:12])[CH3:11])[N:7]=1, predict the reactants needed to synthesize it. The reactants are: [C:1]([C:3]1[C:8](=O)[NH:7][C:6]([CH:10]([F:12])[CH3:11])=[C:5]([C:13]([O:15][CH2:16][CH3:17])=[O:14])[CH:4]=1)#[N:2].CN(C=O)C.O=S(Cl)[Cl:25]. (9) Given the product [F:9][CH:8]([F:10])[C:6]1[CH:5]=[C:4]([OH:11])[CH:3]=[C:2]([B:15]2[O:16][C:17]([CH3:19])([CH3:18])[C:13]([CH3:29])([CH3:12])[O:14]2)[CH:7]=1, predict the reactants needed to synthesize it. The reactants are: Br[C:2]1[CH:3]=[C:4]([OH:11])[CH:5]=[C:6]([CH:8]([F:10])[F:9])[CH:7]=1.[CH3:12][C:13]1([CH3:29])[C:17]([CH3:19])([CH3:18])[O:16][B:15]([B:15]2[O:16][C:17]([CH3:19])([CH3:18])[C:13]([CH3:29])([CH3:12])[O:14]2)[O:14]1.C([O-])(=O)C.[K+].O.